Dataset: Reaction yield outcomes from USPTO patents with 853,638 reactions. Task: Predict the reaction yield, written as a fraction of the theoretical maximum amount of product (1.0 means a 100% yield; for example, 0.34 means a 34% yield). (1) The yield is 0.720. No catalyst specified. The reactants are C([NH:4][C:5]1[CH:13]=[C:12]([I:14])[CH:11]=[CH:10][C:6]=1[C:7]([OH:9])=[O:8])(=O)C.Cl.[CH3:16]O. The product is [CH3:16][O:9][C:7](=[O:8])[C:6]1[CH:10]=[CH:11][C:12]([I:14])=[CH:13][C:5]=1[NH2:4]. (2) The reactants are [CH2:1]([O:8][C:9]1[N:10]=[N:11][C:12]([CH2:23]C2C=CC(F)=CC=2)=[CH:13][C:14]=1[O:15][CH2:16][C:17]1[CH:22]=[CH:21][CH:20]=[CH:19][CH:18]=1)[C:2]1[CH:7]=[CH:6][CH:5]=[CH:4][CH:3]=1.C(OC1N=NC(Cl)=CC=1OCC1C=CC=CC=1)C1C=CC=CC=1.[Cl-].[Cl:55][C:56]1[CH:63]=[CH:62][CH:61]=[C:60]([F:64])[C:57]=1C[Zn+]. No catalyst specified. The product is [CH2:1]([O:8][C:9]1[N:10]=[N:11][C:12]([CH2:23][C:57]2[C:60]([F:64])=[CH:61][CH:62]=[CH:63][C:56]=2[Cl:55])=[CH:13][C:14]=1[O:15][CH2:16][C:17]1[CH:22]=[CH:21][CH:20]=[CH:19][CH:18]=1)[C:2]1[CH:7]=[CH:6][CH:5]=[CH:4][CH:3]=1. The yield is 0.230. (3) The reactants are Br[CH2:2][C:3]([O:5][C:6]([CH3:9])([CH3:8])[CH3:7])=[O:4].[C:10]([N:29]1[CH:33]=[C:32]([CH:34]=[O:35])[N:31]=[CH:30]1)([C:23]1[CH:28]=[CH:27][CH:26]=[CH:25][CH:24]=1)([C:17]1[CH:22]=[CH:21][CH:20]=[CH:19][CH:18]=1)[C:11]1[CH:16]=[CH:15][CH:14]=[CH:13][CH:12]=1.Cl. The catalyst is O1CCCC1.[Cl-].C[SiH](C)C.[Zn]. The product is [OH:35][CH:34]([C:32]1[N:31]=[CH:30][N:29]([C:10]([C:11]2[CH:16]=[CH:15][CH:14]=[CH:13][CH:12]=2)([C:17]2[CH:18]=[CH:19][CH:20]=[CH:21][CH:22]=2)[C:23]2[CH:28]=[CH:27][CH:26]=[CH:25][CH:24]=2)[CH:33]=1)[CH2:2][C:3]([O:5][C:6]([CH3:9])([CH3:8])[CH3:7])=[O:4]. The yield is 0.840. (4) The reactants are [OH:1][CH2:2][CH2:3][CH2:4][C:5]#[C:6][C:7]1[CH:12]=[C:11]([C:13]#[C:14][CH2:15][CH2:16][CH2:17][OH:18])[CH:10]=[C:9]([C:19]#[C:20][CH2:21][CH2:22][CH2:23][OH:24])[CH:8]=1. The catalyst is CO.[Pd]. The product is [OH:1][CH2:2][CH2:3][CH2:4][CH2:5][CH2:6][C:7]1[CH:12]=[C:11]([CH2:13][CH2:14][CH2:15][CH2:16][CH2:17][OH:18])[CH:10]=[C:9]([CH2:19][CH2:20][CH2:21][CH2:22][CH2:23][OH:24])[CH:8]=1. The yield is 0.960. (5) The reactants are [N+:1]([C:4]1[CH:10]=[C:9]([N+:11]([O-:13])=[O:12])[CH:8]=[C:7](Br)[C:5]=1[NH2:6])([O-:3])=[O:2]. The product is [N+:1]([C:4]1[CH:10]=[C:9]([N+:11]([O-:13])=[O:12])[CH:8]=[C:7]([C:4]2[CH:10]=[CH:9][CH:8]=[CH:7][CH:5]=2)[C:5]=1[NH2:6])([O-:3])=[O:2]. The catalyst is CN(C=O)C. The yield is 0.410.